From a dataset of Catalyst prediction with 721,799 reactions and 888 catalyst types from USPTO. Predict which catalyst facilitates the given reaction. (1) Reactant: [CH3:1][C:2]1[C:10]2[C:9]([OH:11])=[N:8][CH:7]=[N:6][C:5]=2[S:4][CH:3]=1.[Cl:12]N1C(=O)CCC1=O. Product: [Cl:12][C:3]1[S:4][C:5]2[N:6]=[CH:7][NH:8][C:9](=[O:11])[C:10]=2[C:2]=1[CH3:1]. The catalyst class is: 15. (2) Reactant: [NH2:1][C:2]1[CH:3]=[CH:4][CH:5]=[C:6]2[C:10]=1[C:9](=[O:11])[N:8]([C@@H:12]([C:19]1[CH:24]=[CH:23][C:22]([O:25][CH3:26])=[C:21]([O:27][CH2:28][CH3:29])[CH:20]=1)[CH2:13][C:14]([N:16]([CH3:18])[CH3:17])=[O:15])[CH2:7]2.[CH3:30][C:31]([CH3:35])([CH3:34])[CH:32]=O.C(O[BH-](OC(=O)C)OC(=O)C)(=O)C.[Na+]. Product: [CH3:30][C:31]([CH3:35])([CH3:34])[CH2:32][NH:1][C:2]1[CH:3]=[CH:4][CH:5]=[C:6]2[C:10]=1[C:9](=[O:11])[N:8]([C@@H:12]([C:19]1[CH:24]=[CH:23][C:22]([O:25][CH3:26])=[C:21]([O:27][CH2:28][CH3:29])[CH:20]=1)[CH2:13][C:14]([N:16]([CH3:18])[CH3:17])=[O:15])[CH2:7]2. The catalyst class is: 26.